Dataset: Reaction yield outcomes from USPTO patents with 853,638 reactions. Task: Predict the reaction yield, written as a fraction of the theoretical maximum amount of product (1.0 means a 100% yield; for example, 0.34 means a 34% yield). (1) The reactants are [H-].[Na+].[Cl:3][C:4]1[CH:5]=[C:6]([N:10]2[CH2:14][CH2:13][C:12](=[O:15])[NH:11]2)[CH:7]=[CH:8][CH:9]=1.Br[CH2:17][C:18]1[C:27]2[C:22](=[C:23]([F:28])[CH:24]=[CH:25][CH:26]=2)[NH:21][C:20](=[O:29])[CH:19]=1.O. The catalyst is CN(C=O)C. The product is [Cl:3][C:4]1[CH:5]=[C:6]([N:10]2[CH:14]=[CH:13][C:12](=[O:15])[N:11]2[CH2:17][C:18]2[C:27]3[C:22](=[C:23]([F:28])[CH:24]=[CH:25][CH:26]=3)[NH:21][C:20](=[O:29])[CH:19]=2)[CH:7]=[CH:8][CH:9]=1. The yield is 0.530. (2) The reactants are [C:1]([O:5][C:6]([N:8]([CH3:14])[C@@H:9]([CH3:13])[C:10]([OH:12])=O)=[O:7])([CH3:4])([CH3:3])[CH3:2].[CH2:15](Cl)CCl.C1C=N[C:22]2N(O)N=N[C:21]=2[CH:20]=1.C[N:30]1[CH2:35][CH2:34][O:33]CC1.[C@H:36]1([NH:46][C:47]([C@H:49]2[NH:53][CH2:52][C@@H:51]([NH:54][C:55](=[O:71])[O:56][CH2:57][CH:58]3[C:70]4[CH:69]=[CH:68][CH:67]=[CH:66][C:65]=4[C:64]4[C:59]3=[CH:60][CH:61]=[CH:62][CH:63]=4)[CH2:50]2)=[O:48])[C:45]2[C:40](=[CH:41][CH:42]=[CH:43][CH:44]=2)[CH2:39][CH2:38][CH2:37]1. The catalyst is CN(C=O)C.O. The product is [CH:60]1[C:59]2[CH:58]([CH2:57][O:56][C:55]([NH:54][C@@H:51]3[CH2:52][N:53]([C:34](=[O:33])[C@@H:35]([NH:30][C:10](=[O:12])[C@@H:9]([N:8]([CH3:14])[C:6](=[O:7])[O:5][C:1]([CH3:2])([CH3:3])[CH3:4])[CH3:13])[C:21]([CH3:20])([CH3:22])[CH3:15])[C@H:49]([C:47](=[O:48])[NH:46][C@H:36]4[C:45]5[C:40](=[CH:41][CH:42]=[CH:43][CH:44]=5)[CH2:39][CH2:38][CH2:37]4)[CH2:50]3)=[O:71])[C:70]3[C:65](=[CH:66][CH:67]=[CH:68][CH:69]=3)[C:64]=2[CH:63]=[CH:62][CH:61]=1. The yield is 0.770. (3) The reactants are F[C:2]1[CH:7]=[C:6]([S:8]([CH3:11])(=[O:10])=[O:9])[CH:5]=[CH:4][C:3]=1[N:12]1[C:16]2=[N:17][CH:18]=[N:19][C:20]([OH:21])=[C:15]2[CH:14]=[N:13]1.[CH3:22][NH:23][CH3:24]. The catalyst is CS(C)=O. The product is [CH3:22][N:23]([CH3:24])[C:2]1[CH:7]=[C:6]([S:8]([CH3:11])(=[O:10])=[O:9])[CH:5]=[CH:4][C:3]=1[N:12]1[C:16]2=[N:17][CH:18]=[N:19][C:20]([OH:21])=[C:15]2[CH:14]=[N:13]1. The yield is 0.890. (4) The reactants are Cl[C:2]1[N:7]=[CH:6][NH:5][C:4]2=[N:8][CH:9]=[CH:10][C:3]=12.[C:11]1([SH:17])[CH:16]=[CH:15][CH:14]=[CH:13][CH:12]=1. The catalyst is C(O)CCC. The product is [C:11]1([S:17][C:2]2[C:3]3[CH:10]=[CH:9][NH:8][C:4]=3[N:5]=[CH:6][N:7]=2)[CH:16]=[CH:15][CH:14]=[CH:13][CH:12]=1. The yield is 0.920. (5) The reactants are [C:1]([NH:8][C:9]1[CH:17]=[CH:16][C:12]([C:13]([OH:15])=[O:14])=[CH:11][C:10]=1[N+:18]([O-:20])=O)([C:3](OCC)=[O:4])=[O:2]. The catalyst is CN(C)C=O.[Pt]. The product is [C:13]([C:12]1[CH:11]=[C:10]2[C:9]([NH:8][C:1](=[O:2])[C:3](=[O:4])[N:18]2[OH:20])=[CH:17][CH:16]=1)([OH:15])=[O:14]. The yield is 0.700.